The task is: Regression. Given a peptide amino acid sequence and an MHC pseudo amino acid sequence, predict their binding affinity value. This is MHC class I binding data.. This data is from Peptide-MHC class I binding affinity with 185,985 pairs from IEDB/IMGT. (1) The peptide sequence is KTPAWMYFL. The MHC is Mamu-A01 with pseudo-sequence Mamu-A01. The binding affinity (normalized) is 1.00. (2) The peptide sequence is GYTMHANYIF. The MHC is HLA-A30:02 with pseudo-sequence HLA-A30:02. The binding affinity (normalized) is 0.174. (3) The peptide sequence is FMYSTAATI. The MHC is HLA-A02:03 with pseudo-sequence HLA-A02:03. The binding affinity (normalized) is 0.587.